From a dataset of Peptide-MHC class I binding affinity with 185,985 pairs from IEDB/IMGT. Regression. Given a peptide amino acid sequence and an MHC pseudo amino acid sequence, predict their binding affinity value. This is MHC class I binding data. The peptide sequence is FDAAASGGL. The MHC is HLA-B44:03 with pseudo-sequence HLA-B44:03. The binding affinity (normalized) is 0.